Dataset: Forward reaction prediction with 1.9M reactions from USPTO patents (1976-2016). Task: Predict the product of the given reaction. (1) Given the reactants [CH3:1][C:2]1[N:7]=[C:6]([CH2:8][NH:9][C:10]([C:12]2[CH:13]=[C:14]([CH:19]=[CH:20][CH:21]=2)[C:15]([O:17][CH3:18])=[O:16])=[O:11])[CH:5]=[CH:4][CH:3]=1.[H-].[Na+].[CH3:24]I, predict the reaction product. The product is: [CH3:24][N:9]([CH2:8][C:6]1[CH:5]=[CH:4][CH:3]=[C:2]([CH3:1])[N:7]=1)[C:10]([C:12]1[CH:13]=[C:14]([CH:19]=[CH:20][CH:21]=1)[C:15]([O:17][CH3:18])=[O:16])=[O:11]. (2) Given the reactants [NH2:1][CH:2]([CH2:10][CH3:11])[C:3]([O:5][C:6]([CH3:9])([CH3:8])[CH3:7])=[O:4].[N:12]([CH:15]([CH2:21][CH2:22]Br)[C:16]([O:18][CH2:19][CH3:20])=[O:17])=[N+:13]=[N-:14].C(N(CC)CC)C, predict the reaction product. The product is: [N:12]([CH:15]([CH2:21][CH2:22][NH:1][CH:2]([C:3]([O:5][C:6]([CH3:7])([CH3:9])[CH3:8])=[O:4])[CH2:10][CH3:11])[C:16]([O:18][CH2:19][CH3:20])=[O:17])=[N+:13]=[N-:14]. (3) The product is: [CH2:11]([C:3]1[CH:4]=[C:5]([O:9][CH3:10])[C:6]([F:8])=[CH:7][C:2]=1[B:45]1[O:46][C:47]([CH3:49])([CH3:48])[C:43]([CH3:50])([CH3:42])[O:44]1)[CH3:12]. Given the reactants Br[C:2]1[CH:7]=[C:6]([F:8])[C:5]([O:9][CH3:10])=[CH:4][C:3]=1[CH2:11][CH3:12].COC1C=CC=C(OC)C=1C1C=CC=CC=1P(C1CCCCC1)C1CCCCC1.[CH3:42][C:43]1([CH3:50])[C:47]([CH3:49])([CH3:48])[O:46][BH:45][O:44]1.C(N(CC)CC)C, predict the reaction product.